From a dataset of Reaction yield outcomes from USPTO patents with 853,638 reactions. Predict the reaction yield, written as a fraction of the theoretical maximum amount of product (1.0 means a 100% yield; for example, 0.34 means a 34% yield). (1) The reactants are C(O)(C(F)(F)F)=O.[NH2:8][CH2:9][C:10]([OH:12])=[O:11].[CH3:13][CH2:14][C:15]1[C:24]2[CH2:25][N:26]3[C:31](=[O:32])[C:30]4[CH2:33][O:34][C:35]([C@:37]([OH:40])([CH2:38][CH3:39])[C:29]=4[CH:28]=[C:27]3[C:23]=2[N:22]=[C:21]2[C:16]=1[CH:17]=[C:18]([OH:41])[CH:19]=[CH:20]2)=[O:36].ON1C(=O)CCC1=O.C(N=C=NCCCN(C)C)C. The catalyst is CN(C)C=O. The product is [NH2:8][CH2:9][C:10]([OH:12])=[O:11].[CH3:13][CH2:14][C:15]1[C:24]2[CH2:25][N:26]3[C:31](=[O:32])[C:30]4[CH2:33][O:34][C:35]([C@:37]([OH:40])([CH2:38][CH3:39])[C:29]=4[CH:28]=[C:27]3[C:23]=2[N:22]=[C:21]2[C:16]=1[CH:17]=[C:18]([OH:41])[CH:19]=[CH:20]2)=[O:36]. The yield is 0.670. (2) The reactants are [CH3:1][C:2]1([CH3:9])[CH2:7][CH2:6][CH2:5][CH:4]([SH:8])[CH2:3]1.C(=O)([O-])[O-].[K+].[K+].[C:16]([C:18]1[CH:25]=[CH:24][C:21]([CH2:22]Br)=[CH:20][CH:19]=1)#[N:17]. The catalyst is C(#N)C.O. The product is [CH3:1][C:2]1([CH3:9])[CH2:7][CH2:6][CH2:5][CH:4]([S:8][CH2:22][C:21]2[CH:24]=[CH:25][C:18]([C:16]#[N:17])=[CH:19][CH:20]=2)[CH2:3]1. The yield is 0.370. (3) The reactants are [F:1][C:2]1[CH:7]=[CH:6][C:5]([S:8]([N:11]2[CH2:16][C@H:15]([CH2:17][OH:18])[O:14][C:13]3[CH:19]=[CH:20][C:21]([N+:23]([O-])=O)=[CH:22][C:12]2=3)(=[O:10])=[O:9])=[CH:4][CH:3]=1.C([O-])=O.[NH4+]. The catalyst is CO.O1CCCC1. The product is [NH2:23][C:21]1[CH:20]=[CH:19][C:13]2[O:14][C@@H:15]([CH2:17][OH:18])[CH2:16][N:11]([S:8]([C:5]3[CH:4]=[CH:3][C:2]([F:1])=[CH:7][CH:6]=3)(=[O:9])=[O:10])[C:12]=2[CH:22]=1. The yield is 0.970.